This data is from Peptide-MHC class II binding affinity with 134,281 pairs from IEDB. The task is: Regression. Given a peptide amino acid sequence and an MHC pseudo amino acid sequence, predict their binding affinity value. This is MHC class II binding data. (1) The peptide sequence is TQARAAAAAFEQAHA. The MHC is DRB1_0301 with pseudo-sequence DRB1_0301. The binding affinity (normalized) is 0. (2) The peptide sequence is LPISPLSNSLLRHHNMVYAT. The MHC is DRB1_1101 with pseudo-sequence DRB1_1101. The binding affinity (normalized) is 0.255. (3) The MHC is HLA-DQA10301-DQB10302 with pseudo-sequence HLA-DQA10301-DQB10302. The binding affinity (normalized) is 0.652. The peptide sequence is SQDLELSWNLLGLQAY.